Dataset: Peptide-MHC class II binding affinity with 134,281 pairs from IEDB. Task: Regression. Given a peptide amino acid sequence and an MHC pseudo amino acid sequence, predict their binding affinity value. This is MHC class II binding data. The peptide sequence is GLALLSEAVLRGQAL. The MHC is DRB1_0401 with pseudo-sequence DRB1_0401. The binding affinity (normalized) is 0.778.